Dataset: Full USPTO retrosynthesis dataset with 1.9M reactions from patents (1976-2016). Task: Predict the reactants needed to synthesize the given product. Given the product [N:1]1([C:7]2[CH:8]=[CH:9][C:10]([NH:13][C:14]([C:16]3[NH:17][C:18]4[C:23]([C:24](=[O:26])[CH:25]=3)=[CH:22][C:21]([O:35][CH3:36])=[CH:20][C:19]=4[N:37]3[CH2:43][CH2:42][CH2:41][N:40]([CH3:44])[CH2:39][CH2:38]3)=[O:15])=[CH:11][CH:12]=2)[CH2:6][CH2:5][O:4][CH2:3][CH2:2]1, predict the reactants needed to synthesize it. The reactants are: [N:1]1([C:7]2[CH:12]=[CH:11][C:10]([NH:13][C:14]([C:16]3[CH:25]=[C:24]([O:26]COCC[Si](C)(C)C)[C:23]4[C:18](=[C:19]([N:37]5[CH2:43][CH2:42][CH2:41][N:40]([CH3:44])[CH2:39][CH2:38]5)[CH:20]=[C:21]([O:35][CH3:36])[CH:22]=4)[N:17]=3)=[O:15])=[CH:9][CH:8]=2)[CH2:6][CH2:5][O:4][CH2:3][CH2:2]1.Cl.[OH-].[Na+].